From a dataset of Full USPTO retrosynthesis dataset with 1.9M reactions from patents (1976-2016). Predict the reactants needed to synthesize the given product. (1) Given the product [CH3:11][C:7]1[NH:6][C:5](=[O:12])[N:4]([CH2:1][CH2:2][CH3:3])[C:9](=[O:10])[C:8]=1[N+:18]([O-:20])=[O:19], predict the reactants needed to synthesize it. The reactants are: [CH2:1]([N:4]1[C:9](=[O:10])[CH:8]=[C:7]([CH3:11])[NH:6][C:5]1=[O:12])[CH2:2][CH3:3].OS(O)(=O)=O.[N+:18]([O-])([OH:20])=[O:19]. (2) Given the product [Cl:11][C:10]1[C:6]([CH:4]=[O:5])=[N:7][N:8]([CH:12]([F:13])[F:14])[CH:9]=1, predict the reactants needed to synthesize it. The reactants are: CON(C)[C:4]([C:6]1[C:10]([Cl:11])=[CH:9][N:8]([CH:12]([F:14])[F:13])[N:7]=1)=[O:5].[H-].[Al+3].[Li+].[H-].[H-].[H-].S([O-])(O)(=O)=O.[K+].CCOCC. (3) Given the product [NH:10]1[C:18]2[C:13](=[CH:14][CH:15]=[CH:16][CH:17]=2)[C:12]([C:19]2[N:24]=[CH:23][C:22]([NH:25][C@@H:26]3[CH:33]4[CH2:34][N:29]5[CH2:30][CH:31]([CH2:35][CH:27]3[CH2:28]5)[CH2:32]4)=[CH:21][CH:20]=2)=[CH:11]1, predict the reactants needed to synthesize it. The reactants are: C1(S([N:10]2[C:18]3[C:13](=[CH:14][CH:15]=[CH:16][CH:17]=3)[C:12]([C:19]3[N:24]=[CH:23][C:22]([NH:25][C@@H:26]4[CH:33]5[CH2:34][N:29]6[CH2:30][CH:31]([CH2:35][CH:27]4[CH2:28]6)[CH2:32]5)=[CH:21][CH:20]=3)=[CH:11]2)(=O)=O)C=CC=CC1.C(=O)([O-])[O-].[K+].[K+]. (4) Given the product [C:20]([CH2:19][CH2:18][CH2:17][C:7]1([C:11]([O:13][CH2:14][CH3:15])=[O:12])[S:8][CH2:9][CH2:10][S:6]1)#[N:21], predict the reactants needed to synthesize it. The reactants are: C([Li])CCC.[S:6]1[CH2:10][CH2:9][S:8][CH:7]1[C:11]([O:13][CH2:14][CH3:15])=[O:12].Br[CH2:17][CH2:18][CH2:19][C:20]#[N:21]. (5) Given the product [C:11]1([CH2:17][CH2:18][C:19]([N:21]2[CH2:26][CH2:25][C:24](=[O:27])[CH2:23][CH2:22]2)=[O:20])[CH:16]=[CH:15][CH:14]=[CH:13][CH:12]=1, predict the reactants needed to synthesize it. The reactants are: C(Cl)(=O)C(Cl)=O.CS(C)=O.[C:11]1([CH2:17][CH2:18][C:19]([N:21]2[CH2:26][CH2:25][CH:24]([OH:27])[CH2:23][CH2:22]2)=[O:20])[CH:16]=[CH:15][CH:14]=[CH:13][CH:12]=1.C(N(CC)CC)C. (6) Given the product [C:12]([O:16][C:17]([N:19]1[CH2:24][CH2:23][CH:22]([NH:25][C:9](=[O:11])[CH2:8][C:5]2[CH:4]=[CH:3][C:2]([Br:1])=[CH:7][CH:6]=2)[CH2:21][CH2:20]1)=[O:18])([CH3:15])([CH3:13])[CH3:14], predict the reactants needed to synthesize it. The reactants are: [Br:1][C:2]1[CH:7]=[CH:6][C:5]([CH2:8][C:9]([OH:11])=O)=[CH:4][CH:3]=1.[C:12]([O:16][C:17]([N:19]1[CH2:24][CH2:23][CH:22]([NH2:25])[CH2:21][CH2:20]1)=[O:18])([CH3:15])([CH3:14])[CH3:13].CN1CCOCC1.ON1C2C=CC=CC=2N=N1.CCN=C=NCCCN(C)C.Cl.